This data is from Full USPTO retrosynthesis dataset with 1.9M reactions from patents (1976-2016). The task is: Predict the reactants needed to synthesize the given product. (1) Given the product [O:33]=[C:31]([CH3:32])[CH2:30][CH2:29][C:26]1[CH:27]=[CH:28][C:23]([O:1][CH2:2][CH2:3][N:4]([CH2:17][C:18]([F:19])([F:20])[F:21])[C:5]2[CH:12]=[CH:11][C:8]([C:9]#[N:10])=[C:7]([C:13]([F:15])([F:16])[F:14])[CH:6]=2)=[CH:24][CH:25]=1, predict the reactants needed to synthesize it. The reactants are: [OH:1][CH2:2][CH2:3][N:4]([CH2:17][C:18]([F:21])([F:20])[F:19])[C:5]1[CH:12]=[CH:11][C:8]([C:9]#[N:10])=[C:7]([C:13]([F:16])([F:15])[F:14])[CH:6]=1.O[C:23]1[CH:28]=[CH:27][C:26]([CH2:29][CH2:30][C:31](=[O:33])[CH3:32])=[CH:25][CH:24]=1. (2) Given the product [CH3:1][O:2][CH2:3][CH2:4][CH2:5][O:6][C@@H:7]([C:17]1[CH:22]=[CH:21][CH:20]=[CH:19][CH:18]=1)[C@@H:8]1[CH2:13][CH2:12][CH2:11][N:10]([C:14]([NH:23][C@@H:24]([CH2:36][CH:37]2[CH2:38][CH2:39][CH2:40][CH2:41][CH2:42]2)[CH2:25][NH:26][C:27](=[O:35])[O:28][CH2:29][CH2:30][Si:31]([CH3:33])([CH3:34])[CH3:32])=[O:15])[CH2:9]1, predict the reactants needed to synthesize it. The reactants are: [CH3:1][O:2][CH2:3][CH2:4][CH2:5][O:6][C@@H:7]([C:17]1[CH:22]=[CH:21][CH:20]=[CH:19][CH:18]=1)[C@@H:8]1[CH2:13][CH2:12][CH2:11][N:10]([C:14](Cl)=[O:15])[CH2:9]1.[NH2:23][C@@H:24]([CH2:36][CH:37]1[CH2:42][CH2:41][CH2:40][CH2:39][CH2:38]1)[CH2:25][NH:26][C:27](=[O:35])[O:28][CH2:29][CH2:30][Si:31]([CH3:34])([CH3:33])[CH3:32].C(N(CC)CC)C. (3) Given the product [CH3:19][C:11]1[CH:12]=[CH:13][C:14]([N+:16]([O-:18])=[O:17])=[CH:15][C:10]=1[C:9]([NH:8][C:5]1[CH:4]=[N:3][C:2]([NH:29][CH2:28][CH2:27][N:24]2[CH2:25][CH2:26][O:21][CH2:22][CH2:23]2)=[N:7][CH:6]=1)=[O:20], predict the reactants needed to synthesize it. The reactants are: I[C:2]1[N:7]=[CH:6][C:5]([NH:8][C:9](=[O:20])[C:10]2[CH:15]=[C:14]([N+:16]([O-:18])=[O:17])[CH:13]=[CH:12][C:11]=2[CH3:19])=[CH:4][N:3]=1.[O:21]1[CH2:26][CH2:25][N:24]([CH2:27][CH2:28][NH2:29])[CH2:23][CH2:22]1.CCN(C(C)C)C(C)C. (4) Given the product [C:1]([C:5]1[CH:6]=[CH:7][C:8]([CH:11]2[CH:15]([OH:16])[CH2:14][CH2:13][CH:12]2[C:17]2[CH:18]=[CH:19][C:20]([NH:23][C:24](=[O:30])[O:25][C:26]([CH3:29])([CH3:28])[CH3:27])=[CH:21][CH:22]=2)=[CH:9][CH:10]=1)([CH3:4])([CH3:2])[CH3:3], predict the reactants needed to synthesize it. The reactants are: [C:1]([C:5]1[CH:10]=[CH:9][C:8]([C:11]2[C:15](=[O:16])[CH2:14][CH2:13][C:12]=2[C:17]2[CH:22]=[CH:21][C:20]([NH:23][C:24](=[O:30])[O:25][C:26]([CH3:29])([CH3:28])[CH3:27])=[CH:19][CH:18]=2)=[CH:7][CH:6]=1)([CH3:4])([CH3:3])[CH3:2]. (5) Given the product [CH2:10]([O:9][C:7](=[O:8])[C:6]([C:16]1[CH:17]=[CH:18][C:13]([S:19][CH:20]2[CH2:22][CH2:21]2)=[CH:14][CH:15]=1)=[O:12])[CH3:11], predict the reactants needed to synthesize it. The reactants are: [Al+3].[Cl-].[Cl-].[Cl-].Cl[C:6](=[O:12])[C:7]([O:9][CH2:10][CH3:11])=[O:8].[C:13]1([S:19][CH:20]2[CH2:22][CH2:21]2)[CH:18]=[CH:17][CH:16]=[CH:15][CH:14]=1. (6) Given the product [CH2:1]([C:8]1[CH:9]=[N:10][C:11]2[C:16]([C:17]=1[C:18]1[CH:19]=[C:20]([NH:24][C:37]([NH:36][C:31]3[CH:32]=[CH:33][CH:34]=[CH:35][C:30]=3[F:29])=[O:38])[CH:21]=[CH:22][CH:23]=1)=[CH:15][CH:14]=[CH:13][C:12]=2[C:25]([F:28])([F:26])[F:27])[C:2]1[CH:3]=[CH:4][CH:5]=[CH:6][CH:7]=1, predict the reactants needed to synthesize it. The reactants are: [CH2:1]([C:8]1[CH:9]=[N:10][C:11]2[C:16]([C:17]=1[C:18]1[CH:19]=[C:20]([NH2:24])[CH:21]=[CH:22][CH:23]=1)=[CH:15][CH:14]=[CH:13][C:12]=2[C:25]([F:28])([F:27])[F:26])[C:2]1[CH:7]=[CH:6][CH:5]=[CH:4][CH:3]=1.[F:29][C:30]1[CH:35]=[CH:34][CH:33]=[CH:32][C:31]=1[N:36]=[C:37]=[O:38]. (7) The reactants are: [CH3:1][O:2][C:3]1[CH:12]=[C:11]2[C:6]([CH:7]=[CH:8][CH:9]=[C:10]2[C:13](=O)[C:14]([NH2:16])=O)=[CH:5][CH:4]=1.[Al+3].[Cl-].[Cl-].[Cl-].B.C1COCC1.O. Given the product [CH3:1][O:2][C:3]1[CH:12]=[C:11]2[C:6]([CH:7]=[CH:8][CH:9]=[C:10]2[CH2:13][CH2:14][NH2:16])=[CH:5][CH:4]=1, predict the reactants needed to synthesize it. (8) Given the product [CH3:1][C:2]1([CH3:15])[CH2:11][CH2:10][C:9]([CH3:13])([CH3:12])[C:8]2[CH:7]=[C:6]([NH:14][C:30](=[O:31])[CH2:29][C:23]3[CH:28]=[CH:27][CH:26]=[CH:25][CH:24]=3)[CH:5]=[CH:4][C:3]1=2, predict the reactants needed to synthesize it. The reactants are: [CH3:1][C:2]1([CH3:15])[CH2:11][CH2:10][C:9]([CH3:13])([CH3:12])[C:8]2[CH:7]=[C:6]([NH2:14])[CH:5]=[CH:4][C:3]1=2.C(N(CC)CC)C.[C:23]1([CH2:29][C:30](Cl)=[O:31])[CH:28]=[CH:27][CH:26]=[CH:25][CH:24]=1. (9) The reactants are: [Cl:1][C:2]1[CH:7]=[N:6][C:5]2=[CH:8][N:9]([CH2:11][C:12]([NH:16][C:17](=[O:29])[C:18]3[CH:23]=[CH:22][C:21]([O:24][C:25]([F:28])([F:27])[F:26])=[CH:20][CH:19]=3)([C:14]#[N:15])[CH3:13])[N:10]=[C:4]2[CH:3]=1.[Br:30]N1C(=O)CCC1=O. Given the product [Br:30][C:8]1[N:9]([CH2:11][C:12]([NH:16][C:17](=[O:29])[C:18]2[CH:23]=[CH:22][C:21]([O:24][C:25]([F:26])([F:27])[F:28])=[CH:20][CH:19]=2)([C:14]#[N:15])[CH3:13])[N:10]=[C:4]2[CH:3]=[C:2]([Cl:1])[CH:7]=[N:6][C:5]=12, predict the reactants needed to synthesize it. (10) Given the product [F:15][C:9]1[CH:8]=[C:3]([C:4]([O:6][CH3:7])=[O:5])[C:2]([C:2]2[C:3]([C:4]([O:6][CH3:7])=[O:5])=[CH:8][C:9]([F:15])=[CH:10][C:11]=2[N+:12]([O-:14])=[O:13])=[C:11]([N+:12]([O-:14])=[O:13])[CH:10]=1, predict the reactants needed to synthesize it. The reactants are: Br[C:2]1[C:11]([N+:12]([O-:14])=[O:13])=[CH:10][C:9]([F:15])=[CH:8][C:3]=1[C:4]([O:6][CH3:7])=[O:5].